From a dataset of Reaction yield outcomes from USPTO patents with 853,638 reactions. Predict the reaction yield, written as a fraction of the theoretical maximum amount of product (1.0 means a 100% yield; for example, 0.34 means a 34% yield). (1) The reactants are [C:1]1([CH:8]=[CH:7][C:5]([OH:6])=[CH:4][CH:3]=1)[OH:2].Br[C:10]1[S:11][C:12]([Br:15])=[CH:13][N:14]=1.C(=O)([O-])[O-].[K+].[K+]. The catalyst is CN(C=O)C. The product is [Br:15][C:12]1[S:11][C:10]([O:2][C:1]2[CH:8]=[CH:7][C:5]([OH:6])=[CH:4][CH:3]=2)=[N:14][CH:13]=1. The yield is 0.760. (2) The reactants are Cl.[NH2:2][CH:3]1[CH2:9][CH:8]2[N:10]([C:11]3[C:20]4[C:15](=[CH:16][CH:17]=[CH:18][CH:19]=4)[C:14]([C:21]#[N:22])=[CH:13][CH:12]=3)[CH:5]([CH2:6][CH2:7]2)[CH2:4]1.ClC(Cl)(Cl)[C:25]([N:27]=C=O)=[O:26]. The catalyst is O1CCCC1. The product is [C:21]([C:14]1[C:15]2[C:20](=[CH:19][CH:18]=[CH:17][CH:16]=2)[C:11]([N:10]2[CH:8]3[CH2:7][CH2:6][CH:5]2[CH2:4][CH:3]([NH:2][C:25]([NH2:27])=[O:26])[CH2:9]3)=[CH:12][CH:13]=1)#[N:22]. The yield is 0.520. (3) The reactants are [C:1]1([OH:7])[CH:6]=[CH:5][CH:4]=[CH:3][CH:2]=1.[H-].[Na+].[Br:10][C:11]1[CH:12]=[CH:13][CH:14]=[C:15]2[C:20]=1[N:19]=[C:18](Cl)[C:17]([CH3:22])=[CH:16]2. The catalyst is CN(C=O)C. The product is [Br:10][C:11]1[CH:12]=[CH:13][CH:14]=[C:15]2[C:20]=1[N:19]=[C:18]([O:7][C:1]1[CH:6]=[CH:5][CH:4]=[CH:3][CH:2]=1)[C:17]([CH3:22])=[CH:16]2. The yield is 0.810. (4) The reactants are [C:1]([O:5][C:6](=[O:20])[CH2:7][N:8]1[C:12]2=[N:13][CH:14]=[N:15][C:16]([NH2:17])=[C:11]2[C:10]([C:18]#[N:19])=[N:9]1)([CH3:4])([CH3:3])[CH3:2].CCO.[CH2:24](N)[CH2:25][NH2:26]. The catalyst is C(O)(=O)C. The product is [NH2:17][C:16]1[N:15]=[CH:14][N:13]=[C:12]2[N:8]([CH2:7][C:6]([O:5][C:1]([CH3:4])([CH3:2])[CH3:3])=[O:20])[N:9]=[C:10]([C:18]3[NH:26][CH2:25][CH2:24][N:19]=3)[C:11]=12. The yield is 0.900. (5) The reactants are B(F)(F)F.CCOCC.[I:10][C:11]1[CH:16]=[CH:15][C:14]([CH2:17][C:18]([N:20]2[CH2:25][CH2:24][O:23][CH2:22][CH2:21]2)=O)=[CH:13][CH:12]=1.[BH4-].[Na+]. The catalyst is C1COCC1. The product is [I:10][C:11]1[CH:16]=[CH:15][C:14]([CH2:17][CH2:18][N:20]2[CH2:21][CH2:22][O:23][CH2:24][CH2:25]2)=[CH:13][CH:12]=1. The yield is 0.543. (6) The reactants are Cl[C:2]1[C:7]([NH2:8])=[CH:6][CH:5]=[CH:4][N:3]=1.[N+:9]([C:12]1[CH:13]=[C:14]([CH:18]=[CH:19][CH:20]=1)[C:15](Cl)=[O:16])([O-:11])=[O:10].C(O)(=O)C. The catalyst is N1C=CC=CC=1.CCOC(C)=O. The product is [N+:9]([C:12]1[CH:13]=[C:14]([C:15]2[O:16][C:2]3[C:7]([N:8]=2)=[CH:6][CH:5]=[CH:4][N:3]=3)[CH:18]=[CH:19][CH:20]=1)([O-:11])=[O:10]. The yield is 0.350. (7) The reactants are [N:1]1[C:9]2[CH:8]=[CH:7][N:6]=[CH:5][C:4]=2[NH:3][C:2]=1[C:10]1[C:18]2[C:13](=[N:14][CH:15]=[C:16]([C:19]3[CH:20]=[N:21][CH:22]=[CH:23][C:24]=3[CH3:25])[CH:17]=2)[N:12](C2CCCCO2)[N:11]=1.C([SiH](CC)CC)C.C(O)(C(F)(F)F)=O. The catalyst is C(Cl)Cl. The product is [N:1]1[C:9]2[CH:8]=[CH:7][N:6]=[CH:5][C:4]=2[NH:3][C:2]=1[C:10]1[C:18]2[C:13](=[N:14][CH:15]=[C:16]([C:19]3[CH:20]=[N:21][CH:22]=[CH:23][C:24]=3[CH3:25])[CH:17]=2)[NH:12][N:11]=1. The yield is 0.430. (8) The reactants are [N:1]1[CH:6]=[CH:5][C:4]([CH:7]([C:9]2[S:10][CH:11]=[CH:12][CH:13]=2)O)=[CH:3][CH:2]=1. The catalyst is C(O)(=O)C.[Zn]. The product is [S:10]1[CH:11]=[CH:12][CH:13]=[C:9]1[CH2:7][C:4]1[CH:5]=[CH:6][N:1]=[CH:2][CH:3]=1. The yield is 0.870. (9) The reactants are [OH:1][C:2]1([CH3:26])[CH2:7][CH2:6][N:5]([C@H:8]([C:20]2[CH:25]=[CH:24][CH:23]=[CH:22][CH:21]=2)[C:9]([O:11][C@H](C2C=CC=CC=2)C)=[O:10])[CH2:4][CH2:3]1.FC(F)(F)C(O)=O. The catalyst is ClCCl. The product is [OH:1][C:2]1([CH3:26])[CH2:3][CH2:4][N:5]([C@H:8]([C:20]2[CH:25]=[CH:24][CH:23]=[CH:22][CH:21]=2)[C:9]([OH:11])=[O:10])[CH2:6][CH2:7]1. The yield is 0.980. (10) The reactants are [CH3:1][O:2][C:3]([C:5]1[S:6][C:7]([S:21][CH3:22])=[C:8]([S:10]([C:13]2[CH:14]=[N:15][C:16]([NH2:20])=[C:17](Br)[CH:18]=2)(=[O:12])=[O:11])[CH:9]=1)=[O:4].[CH3:23][C:24]1[CH:29]=[CH:28][CH:27]=[CH:26][C:25]=1B(O)O.C([O-])([O-])=O.[Na+].[Na+].C(O)C. The catalyst is C1C=CC([P]([Pd]([P](C2C=CC=CC=2)(C2C=CC=CC=2)C2C=CC=CC=2)([P](C2C=CC=CC=2)(C2C=CC=CC=2)C2C=CC=CC=2)[P](C2C=CC=CC=2)(C2C=CC=CC=2)C2C=CC=CC=2)(C2C=CC=CC=2)C2C=CC=CC=2)=CC=1.CCOC(C)=O.C1(C)C=CC=CC=1. The product is [CH3:1][O:2][C:3]([C:5]1[S:6][C:7]([S:21][CH3:22])=[C:8]([S:10]([C:13]2[CH:14]=[N:15][C:16]([NH2:20])=[C:17]([C:25]3[CH:26]=[CH:27][CH:28]=[CH:29][C:24]=3[CH3:23])[CH:18]=2)(=[O:12])=[O:11])[CH:9]=1)=[O:4]. The yield is 0.290.